From a dataset of Kir2.1 potassium channel HTS with 301,493 compounds. Binary Classification. Given a drug SMILES string, predict its activity (active/inactive) in a high-throughput screening assay against a specified biological target. (1) The compound is O=C(N1CCN(CC1)C)CC1(CCCC1)CC(O)=O. The result is 0 (inactive). (2) The drug is S(CCC(NC(=O)Nc1c(ccc(c1)C)C)C(OC)=O)C. The result is 0 (inactive).